Dataset: Catalyst prediction with 721,799 reactions and 888 catalyst types from USPTO. Task: Predict which catalyst facilitates the given reaction. (1) Reactant: [CH2:1]([O:3][C:4]([C:6]1[NH:7][C:8]2[C:13]([CH:14]=1)=[CH:12][C:11]([CH:15]=[CH:16][C:17]([O:19][C:20]([CH3:23])([CH3:22])[CH3:21])=[O:18])=[CH:10][CH:9]=2)=[O:5])[CH3:2]. Product: [CH2:1]([O:3][C:4]([C:6]1[NH:7][C:8]2[C:13]([CH:14]=1)=[CH:12][C:11]([CH2:15][CH2:16][C:17]([O:19][C:20]([CH3:21])([CH3:23])[CH3:22])=[O:18])=[CH:10][CH:9]=2)=[O:5])[CH3:2]. The catalyst class is: 407. (2) Reactant: C(NC(C)C)(C)C.C([Li])CCC.[CH2:13]([O:15][C:16]([C:18]1[S:19][CH:20]=[CH:21][CH:22]=1)=[O:17])[CH3:14].CN(C)[CH:25]=[O:26]. Product: [CH2:13]([O:15][C:16]([C:18]1[S:19][C:20]([CH:25]=[O:26])=[CH:21][CH:22]=1)=[O:17])[CH3:14]. The catalyst class is: 1. (3) Reactant: C(N(CC)CC)C.[C:8](OC(=O)C)(=[O:10])[CH3:9].[C:15]([O:19][C:20]([N:22]1[CH:27]([CH:28]([OH:43])[CH:29]([NH2:42])[CH2:30][C:31]2[CH:36]=[C:35]([O:37][CH2:38][CH2:39][CH3:40])[CH:34]=[C:33]([F:41])[CH:32]=2)[CH2:26][O:25][CH:24]([O:44][CH2:45][C:46]([CH2:50][F:51])([CH3:49])[CH2:47][F:48])[CH:23]1[CH3:52])=[O:21])([CH3:18])([CH3:17])[CH3:16]. Product: [C:15]([O:19][C:20]([N:22]1[CH:27]([CH:28]([OH:43])[CH:29]([NH:42][C:8](=[O:10])[CH3:9])[CH2:30][C:31]2[CH:36]=[C:35]([O:37][CH2:38][CH2:39][CH3:40])[CH:34]=[C:33]([F:41])[CH:32]=2)[CH2:26][O:25][CH:24]([O:44][CH2:45][C:46]([CH2:50][F:51])([CH3:49])[CH2:47][F:48])[CH:23]1[CH3:52])=[O:21])([CH3:16])([CH3:18])[CH3:17]. The catalyst class is: 4. (4) Reactant: [CH3:1][O:2][C@H:3]1[CH2:8][CH2:7][CH2:6][C@@H:5]([NH:9]C(=O)OC(C)(C)C)[CH2:4]1.[C:17]([OH:23])([C:19]([F:22])([F:21])[F:20])=[O:18]. Product: [F:20][C:19]([F:22])([F:21])[C:17]([OH:23])=[O:18].[CH3:1][O:2][C@H:3]1[CH2:8][CH2:7][CH2:6][C@@H:5]([NH2:9])[CH2:4]1. The catalyst class is: 2. (5) Reactant: [Cl:1][C:2]1[CH:7]=[CH:6][C:5]([S:8]([CH2:11][C:12]2[CH:17]=[C:16]([F:18])[CH:15]=[CH:14][C:13]=2[F:19])(=[O:10])=[O:9])=[CH:4][CH:3]=1.[N:20]1[CH:25]=[CH:24][C:23]([CH2:26]O)=[CH:22][CH:21]=1.C(C=P(CCCC)(CCCC)CCCC)#N.CCCCCC. Product: [Cl:1][C:2]1[CH:7]=[CH:6][C:5]([S:8]([CH:11]([C:12]2[CH:17]=[C:16]([F:18])[CH:15]=[CH:14][C:13]=2[F:19])[CH2:26][C:23]2[CH:24]=[CH:25][N:20]=[CH:21][CH:22]=2)(=[O:10])=[O:9])=[CH:4][CH:3]=1. The catalyst class is: 133. (6) Reactant: [C:1]1([CH:8]=[CH:7][CH:6]=[C:4]([OH:5])[CH:3]=1)[OH:2].[C:9](OC(=O)C)(=[O:11])[CH3:10]. Product: [C:9]([C:3]1[C:4]([OH:5])=[CH:6][CH:7]=[CH:8][C:1]=1[OH:2])(=[O:11])[CH3:10]. The catalyst class is: 15. (7) Product: [Br:20][C:3]1[CH:4]=[C:5]2[C:10](=[CH:11][C:2]=1[OH:1])[NH:9][C:8](=[O:12])[CH2:7][CH2:6]2. The catalyst class is: 3. Reactant: [OH:1][C:2]1[CH:11]=[C:10]2[C:5]([CH2:6][CH2:7][C:8](=[O:12])[NH:9]2)=[CH:4][CH:3]=1.C1C(=O)N([Br:20])C(=O)C1. (8) Reactant: [OH:1][C:2]1[CH:9]=[C:8]([O:10][CH3:11])[C:5]([CH:6]=O)=[C:4]([O:12][CH3:13])[CH:3]=1.[NH:14]1[CH2:19][CH2:18][CH2:17][CH2:16][CH2:15]1.C(O)(=O)C.C([BH3-])#N.[Na+]. Product: [CH3:13][O:12][C:4]1[CH:3]=[C:2]([OH:1])[CH:9]=[C:8]([O:10][CH3:11])[C:5]=1[CH2:6][N:14]1[CH2:19][CH2:18][CH2:17][CH2:16][CH2:15]1. The catalyst class is: 5.